This data is from Catalyst prediction with 721,799 reactions and 888 catalyst types from USPTO. The task is: Predict which catalyst facilitates the given reaction. Reactant: [Cl:1][C:2]1[CH:7]=[C:6]([C:8]2[CH:17]=[CH:16][C:15]3[C:10](=[C:11]([C:18]([OH:20])=O)[CH:12]=[CH:13][CH:14]=3)[N:9]=2)[CH:5]=[CH:4][N:3]=1.[S:21]1[CH:25]=[CH:24][N:23]=[C:22]1[NH2:26].CN(C(ON1N=NC2C=CC=NC1=2)=[N+](C)C)C.F[P-](F)(F)(F)(F)F.CCN(C(C)C)C(C)C. Product: [Cl:1][C:2]1[CH:7]=[C:6]([C:8]2[CH:17]=[CH:16][C:15]3[C:10](=[C:11]([C:18]([NH:26][C:22]4[S:21][CH:25]=[CH:24][N:23]=4)=[O:20])[CH:12]=[CH:13][CH:14]=3)[N:9]=2)[CH:5]=[CH:4][N:3]=1. The catalyst class is: 18.